This data is from Reaction yield outcomes from USPTO patents with 853,638 reactions. The task is: Predict the reaction yield, written as a fraction of the theoretical maximum amount of product (1.0 means a 100% yield; for example, 0.34 means a 34% yield). (1) The reactants are [N:1]([CH:4]([C:6]1[CH:7]=[C:8]2[N:13]([C:14]=1[C:15]1[CH:20]=[CH:19][CH:18]=[CH:17][N:16]=1)[CH:12]=[CH:11][CH:10]=[C:9]2[F:21])[CH3:5])=[N+]=[N-].C1C=CC(P(C2C=CC=CC=2)C2C=CC=CC=2)=CC=1.O. The catalyst is C1COCC1. The product is [F:21][C:9]1[C:8]2[N:13]([C:14]([C:15]3[CH:20]=[CH:19][CH:18]=[CH:17][N:16]=3)=[C:6]([CH:4]([NH2:1])[CH3:5])[CH:7]=2)[CH:12]=[CH:11][CH:10]=1. The yield is 0.880. (2) The catalyst is O. The product is [S:21]1[C:24]2[CH:25]=[CH:26][CH:27]=[CH:28][C:23]=2[N:20]=[C:19]1[C:16]1[NH:17][C:18]2[C:14]([CH:15]=1)=[CH:13][CH:12]=[CH:11][C:10]=2[NH:9][S:6]([C:2]1[S:1][CH:5]=[CH:4][CH:3]=1)(=[O:7])=[O:8]. The yield is 0.380. The reactants are [S:1]1[CH:5]=[CH:4][CH:3]=[C:2]1[S:6]([NH:9][C:10]1[CH:11]=[CH:12][CH:13]=[C:14]2[C:18]=1[NH:17][C:16]([C:19](=[S:21])[NH2:20])=[CH:15]2)(=[O:8])=[O:7].N[C:23]1[CH:28]=[CH:27][CH:26]=[CH:25][C:24]=1S.Cl.C(O)CO. (3) The reactants are [Cl:1][C:2]1[CH:18]=[CH:17][C:5]2[CH2:6][CH2:7][N:8]([C:11](=[O:16])[C:12]([F:15])([F:14])[F:13])[CH2:9][CH2:10][C:4]=2[C:3]=1OS(C(F)(F)F)(=O)=O.C(N1CCN(CC#C)C1=O)(C)(C)C. No catalyst specified. The product is [Cl:1][C:2]1[CH:18]=[CH:17][C:5]2[CH2:6][CH2:7][N:8]([C:11](=[O:16])[C:12]([F:13])([F:15])[F:14])[CH2:9][CH2:10][C:4]=2[CH:3]=1. The yield is 0.830. (4) The reactants are [F:1][C:2]1[C:7]([O:8][CH3:9])=[CH:6][C:5]([O:10][CH3:11])=[C:4]([F:12])[C:3]=1[NH:13][CH2:14][C:15]1[C:16]([NH:23][CH2:24][CH3:25])=[N:17][C:18]([S:21][CH3:22])=[N:19][CH:20]=1.[H-].[Na+].[C:28](N1C=CN=C1)(N1C=CN=C1)=[O:29]. The catalyst is O1CCCC1. The product is [F:1][C:2]1[C:7]([O:8][CH3:9])=[CH:6][C:5]([O:10][CH3:11])=[C:4]([F:12])[C:3]=1[N:13]1[CH2:14][C:15]2[C:16](=[N:17][C:18]([S:21][CH3:22])=[N:19][CH:20]=2)[N:23]([CH2:24][CH3:25])[C:28]1=[O:29]. The yield is 0.920. (5) The reactants are [N:1]1([CH:8]2[CH2:13][CH2:12][NH:11][CH2:10][CH2:9]2)[CH2:6][CH2:5][CH2:4][CH2:3][C:2]1=[O:7].[CH3:14][O:15][C:16]([C:18]1[C:27]2[C:22](=[CH:23][CH:24]=[CH:25][CH:26]=2)[N:21]=[C:20]([C:28]2[CH:33]=[CH:32][CH:31]=[CH:30][CH:29]=2)[C:19]=1[CH2:34]Br)=[O:17].[F-].[K+].CCN(C(C)C)C(C)C. The catalyst is C1COCC1. The product is [CH3:14][O:15][C:16]([C:18]1[C:27]2[C:22](=[CH:23][CH:24]=[CH:25][CH:26]=2)[N:21]=[C:20]([C:28]2[CH:33]=[CH:32][CH:31]=[CH:30][CH:29]=2)[C:19]=1[CH2:34][N:11]1[CH2:12][CH2:13][CH:8]([N:1]2[CH2:6][CH2:5][CH2:4][CH2:3][C:2]2=[O:7])[CH2:9][CH2:10]1)=[O:17]. The yield is 0.770. (6) The reactants are [CH3:1][C:2]([N:10]1[CH:14]=[C:13]([C:15]2[CH:20]=[CH:19][N:18]=[C:17]3[N:21](COCC[Si](C)(C)C)[CH:22]=[CH:23][C:16]=23)[CH:12]=[N:11]1)([CH3:9])[CH2:3][C:4]([O:6][CH2:7][CH3:8])=[O:5].[C:32]([OH:38])([C:34]([F:37])([F:36])[F:35])=[O:33]. No catalyst specified. The product is [F:35][C:34]([F:37])([F:36])[C:32]([OH:38])=[O:33].[CH3:9][C:2]([N:10]1[CH:14]=[C:13]([C:15]2[CH:20]=[CH:19][N:18]=[C:17]3[NH:21][CH:22]=[CH:23][C:16]=23)[CH:12]=[N:11]1)([CH3:1])[CH2:3][C:4]([O:6][CH2:7][CH3:8])=[O:5]. The yield is 0.260.